Dataset: Full USPTO retrosynthesis dataset with 1.9M reactions from patents (1976-2016). Task: Predict the reactants needed to synthesize the given product. (1) Given the product [F:1][C:2]1[CH:3]=[C:4]([CH:27]=[CH:28][CH:29]=1)[CH2:5][N:6]1[C:18]2[CH2:17][CH2:16][CH:15]([NH:19][C:20](=[O:24])[CH:21]([CH3:22])[CH3:23])[CH2:14][C:13]=2[C:12]2[C:7]1=[CH:8][CH:9]=[C:10]([CH:25]=[N:33][O:32][CH3:31])[CH:11]=2, predict the reactants needed to synthesize it. The reactants are: [F:1][C:2]1[CH:3]=[C:4]([CH:27]=[CH:28][CH:29]=1)[CH2:5][N:6]1[C:18]2[CH2:17][CH2:16][CH:15]([NH:19][C:20](=[O:24])[CH:21]([CH3:23])[CH3:22])[CH2:14][C:13]=2[C:12]2[C:7]1=[CH:8][CH:9]=[C:10]([CH:25]=O)[CH:11]=2.Cl.[CH3:31][O:32][NH2:33]. (2) Given the product [C:9]([O:8][C@H:7]1[C@H:12]([O:13][C:14](=[O:16])[CH3:15])[C@@H:17]([CH2:19][O:20][C:21](=[O:23])[CH3:22])[O:18][C@@H:5]([N:39]=[N+:40]=[N-:41])[C@@H:6]1[N:24]1[C:25](=[O:34])[C:26]2=[CH:33][CH:32]=[CH:31][CH:30]=[C:27]2[C:28]1=[O:29])(=[O:11])[CH3:10], predict the reactants needed to synthesize it. The reactants are: C(O[C@@H:5]1[O:18][C@H:17]([CH2:19][O:20][C:21](=[O:23])[CH3:22])[C@@H:12]([O:13][C:14](=[O:16])[CH3:15])[C@H:7]([O:8][C:9](=[O:11])[CH3:10])[C@H:6]1[N:24]1[C:28](=[O:29])[C:27]2=[CH:30][CH:31]=[CH:32][CH:33]=[C:26]2[C:25]1=[O:34])(=O)C.C[Si]([N:39]=[N+:40]=[N-:41])(C)C.[Sn](Cl)(Cl)(Cl)Cl. (3) Given the product [N+:19]([C:16]1[N:17]=[CH:18][C:13]([N:6]2[CH2:5][CH2:4][N:3]3[CH2:7][CH2:8][CH2:9][CH2:10][CH:2]3[C:1]2=[O:11])=[CH:14][CH:15]=1)([O-:21])=[O:20], predict the reactants needed to synthesize it. The reactants are: [C:1]1(=[O:11])[NH:6][CH2:5][CH2:4][N:3]2[CH2:7][CH2:8][CH2:9][CH:10]=[C:2]12.Br[C:13]1[CH:14]=[CH:15][C:16]([N+:19]([O-:21])=[O:20])=[N:17][CH:18]=1. (4) Given the product [CH3:11][O:12][C:13]([C:15]1[N:16]([C:20]([C:26]([O:28][C:29]([CH3:30])([CH3:32])[CH3:31])=[O:27])([CH3:34])[CH2:21][CH2:22][CH:23]([CH3:24])[CH3:25])[CH:17]=[CH:18][CH:19]=1)=[O:14], predict the reactants needed to synthesize it. The reactants are: C[Si]([N-][Si](C)(C)C)(C)C.[K+].[CH3:11][O:12][C:13]([C:15]1[N:16]([CH:20]([C:26]([O:28][C:29]([CH3:32])([CH3:31])[CH3:30])=[O:27])[CH2:21][CH2:22][CH:23]([CH3:25])[CH3:24])[CH:17]=[CH:18][CH:19]=1)=[O:14].I[CH3:34]. (5) Given the product [CH:32]([OH:31])=[O:64].[CH3:42][CH:43]([N:45]1[CH2:50][CH2:49][N:48]([CH2:2][C:3]2[S:4][CH:5]=[C:6]([C:8]([NH:10][C:11]3[CH:19]=[C:18]([C:20]4[CH:21]=[N:22][C:23]([O:31][CH3:32])=[C:24]([NH:26][S:27]([CH3:30])(=[O:29])=[O:28])[CH:25]=4)[CH:17]=[C:16]4[C:12]=3[CH:13]=[N:14][NH:15]4)=[O:9])[N:7]=2)[CH2:47][CH2:46]1)[CH3:44], predict the reactants needed to synthesize it. The reactants are: Cl[CH2:2][C:3]1[S:4][CH:5]=[C:6]([C:8]([NH:10][C:11]2[CH:19]=[C:18]([C:20]3[CH:21]=[N:22][C:23]([O:31][CH3:32])=[C:24]([NH:26][S:27]([CH3:30])(=[O:29])=[O:28])[CH:25]=3)[CH:17]=[C:16]3[C:12]=2[CH:13]=[N:14][N:15]3S(C2C=CC=CC=2)(=O)=O)=[O:9])[N:7]=1.[CH3:42][CH:43]([N:45]1[CH2:50][CH2:49][NH:48][CH2:47][CH2:46]1)[CH3:44].CCN(C(C)C)C(C)C.[I-].[Na+].C[Si](C)(C)[O-:64].[K+].